From a dataset of TCR-epitope binding with 47,182 pairs between 192 epitopes and 23,139 TCRs. Binary Classification. Given a T-cell receptor sequence (or CDR3 region) and an epitope sequence, predict whether binding occurs between them. (1) The epitope is KLPDDFTGCV. The TCR CDR3 sequence is CASSHLNRAGYNEQFF. Result: 1 (the TCR binds to the epitope). (2) Result: 0 (the TCR does not bind to the epitope). The epitope is KEIDRLNEV. The TCR CDR3 sequence is CASSLVTDSSYNEQFF. (3) The epitope is RISNCVADY. The TCR CDR3 sequence is CAIGPRTSRNEQFF. Result: 1 (the TCR binds to the epitope). (4) The epitope is GLIYNRMGAVTTEV. The TCR CDR3 sequence is CASSFYGTSGYNEQFF. Result: 1 (the TCR binds to the epitope). (5) The TCR CDR3 sequence is CASSERLADNEQFF. Result: 0 (the TCR does not bind to the epitope). The epitope is EILDITPCSF. (6) The epitope is RISNCVADY. The TCR CDR3 sequence is CASSLQGSGANVLTF. Result: 0 (the TCR does not bind to the epitope).